From a dataset of Catalyst prediction with 721,799 reactions and 888 catalyst types from USPTO. Predict which catalyst facilitates the given reaction. (1) Reactant: [Br:1][C:2]1[O:6][C:5]([C:7]([OH:9])=[O:8])=[CH:4][CH:3]=1.[CH:10]1([CH2:16]Br)[CH2:15][CH2:14][CH2:13][CH2:12][CH2:11]1.C([O-])([O-])=O.[K+].[K+]. Product: [Br:1][C:2]1[O:6][C:5]([C:7]([O:9][CH2:16][CH:10]2[CH2:15][CH2:14][CH2:13][CH2:12][CH2:11]2)=[O:8])=[CH:4][CH:3]=1. The catalyst class is: 37. (2) Reactant: O1CCCC1.Br[C:7]1[CH:16]=[N:15][C:10]2[O:11][CH2:12][CH2:13][NH:14][C:9]=2[CH:8]=1.[CH3:17][O:18][C:19]1[CH:20]=[N:21][CH:22]=[C:23](B2OC(C)(C)C(C)(C)O2)[CH:24]=1.C(=O)([O-])[O-].[K+].[K+]. Product: [CH3:17][O:18][C:19]1[CH:24]=[C:23]([C:7]2[CH:16]=[N:15][C:10]3[O:11][CH2:12][CH2:13][NH:14][C:9]=3[CH:8]=2)[CH:22]=[N:21][CH:20]=1. The catalyst class is: 6. (3) Reactant: [Cl:1][C:2]1[C:7]([OH:8])=[C:6]([F:9])[C:5]([CH3:10])=[CH:4][CH:3]=1.CC(C)([O-])C.[K+].[Br:17][C:18]1[CH:23]=[C:22](F)[CH:21]=[C:20]([Cl:25])[CH:19]=1. Product: [Br:17][C:18]1[CH:23]=[C:22]([O:8][C:7]2[C:6]([F:9])=[C:5]([CH3:10])[CH:4]=[CH:3][C:2]=2[Cl:1])[CH:21]=[C:20]([Cl:25])[CH:19]=1. The catalyst class is: 197.